Dataset: Full USPTO retrosynthesis dataset with 1.9M reactions from patents (1976-2016). Task: Predict the reactants needed to synthesize the given product. (1) Given the product [S:1]1[CH:5]=[CH:4][C:3]([C:6]2[N:11]3[N:26]=[C:13]([NH2:15])[N:12]=[C:10]3[CH:9]=[CH:8][CH:7]=2)=[CH:2]1, predict the reactants needed to synthesize it. The reactants are: [S:1]1[CH:5]=[CH:4][C:3]([C:6]2[N:11]=[C:10]([NH:12][C:13]([NH:15]C(=O)OCC)=S)[CH:9]=[CH:8][CH:7]=2)=[CH:2]1.Cl.NO.CC[N:26](C(C)C)C(C)C. (2) Given the product [CH3:26][O:25][N:24]([CH3:23])[C:10]([C:9]1[C:5]([O:4][CH2:1][CH:2]=[CH2:3])=[N:6][N:7]([CH2:13][C:14]2[CH:19]=[CH:18][C:17]([O:20][CH3:21])=[CH:16][CH:15]=2)[CH:8]=1)=[O:12], predict the reactants needed to synthesize it. The reactants are: [CH2:1]([O:4][C:5]1[C:9]([C:10]([OH:12])=O)=[CH:8][N:7]([CH2:13][C:14]2[CH:19]=[CH:18][C:17]([O:20][CH3:21])=[CH:16][CH:15]=2)[N:6]=1)[CH:2]=[CH2:3].Cl.[CH3:23][NH:24][O:25][CH3:26].CN(C(ON1N=NC2C=CC=NC1=2)=[N+](C)C)C.F[P-](F)(F)(F)(F)F. (3) The reactants are: [N+:1]([C:4]1[CH:12]=[CH:11][CH:10]=[CH:9][C:5]=1[C:6]([OH:8])=O)([O-:3])=[O:2].O=S(Cl)Cl.[F:17][C:18]1[CH:24]=[CH:23][CH:22]=[CH:21][C:19]=1[NH2:20].C([O-])(O)=O.[Na+]. Given the product [F:17][C:18]1[CH:24]=[CH:23][CH:22]=[CH:21][C:19]=1[NH:20][C:6](=[O:8])[C:5]1[CH:9]=[CH:10][CH:11]=[CH:12][C:4]=1[N+:1]([O-:3])=[O:2], predict the reactants needed to synthesize it. (4) Given the product [S:7]([C:1]1[CH:6]=[CH:5][CH:4]=[CH:3][CH:2]=1)([OH:10])(=[O:9])=[O:8].[CH2:50]([N:13]([CH2:11][CH3:12])[CH2:14][CH2:15][N:16]([CH2:34][CH2:35][NH:36][CH2:37][CH2:38][C:39]1[C:47]2[S:46][C:45](=[O:48])[NH:44][C:43]=2[C:42]([OH:49])=[CH:41][CH:40]=1)[C:17](=[O:33])[CH2:18][CH2:19][O:20][CH2:21][CH2:22][C:23]1[C:32]2[C:27](=[CH:28][CH:29]=[CH:30][CH:31]=2)[CH:26]=[CH:25][CH:24]=1)[CH3:51], predict the reactants needed to synthesize it. The reactants are: [C:1]1([S:7]([OH:10])(=[O:9])=[O:8])[CH:6]=[CH:5][CH:4]=[CH:3][CH:2]=1.[CH2:11]([N:13]([CH2:50][CH3:51])[CH2:14][CH2:15][N:16]([CH2:34][CH2:35][NH:36][CH2:37][CH2:38][C:39]1[C:47]2[S:46][C:45](=[O:48])[NH:44][C:43]=2[C:42]([OH:49])=[CH:41][CH:40]=1)[C:17](=[O:33])[CH2:18][CH2:19][O:20][CH2:21][CH2:22][C:23]1[C:32]2[C:27](=[CH:28][CH:29]=[CH:30][CH:31]=2)[CH:26]=[CH:25][CH:24]=1)[CH3:12]. (5) Given the product [C:1]([C:3](=[N:9][O:10][CH:11]([CH3:12])[CH3:13])[C:4]([NH:19][O:18][CH:15]([CH3:17])[CH3:16])=[O:6])#[N:2], predict the reactants needed to synthesize it. The reactants are: [C:1]([C:3](=[N:9][O:10][CH:11]([CH3:13])[CH3:12])[C:4]([O:6]CC)=O)#[N:2].Cl.[CH:15]([O:18][NH2:19])([CH3:17])[CH3:16].C[Al](C)C.CCCCCC.C([Al](CC)CC)C. (6) Given the product [NH:42]1[CH2:47][CH2:46][CH:45]([C:48]([NH:1][C:2]2[CH:3]=[C:4]([C:8]3[N:17]=[C:16]([NH:18][C:19]4[CH:20]=[C:21]5[C:25](=[CH:26][CH:27]=4)[N:24]([C:28]([O:30][C:31]([CH3:34])([CH3:33])[CH3:32])=[O:29])[N:23]=[CH:22]5)[C:15]4[C:10](=[CH:11][CH:12]=[CH:13][CH:14]=4)[N:9]=3)[CH:5]=[CH:6][CH:7]=2)=[O:49])[CH2:44][CH2:43]1, predict the reactants needed to synthesize it. The reactants are: [NH2:1][C:2]1[CH:3]=[C:4]([C:8]2[N:17]=[C:16]([NH:18][C:19]3[CH:20]=[C:21]4[C:25](=[CH:26][CH:27]=3)[N:24]([C:28]([O:30][C:31]([CH3:34])([CH3:33])[CH3:32])=[O:29])[N:23]=[CH:22]4)[C:15]3[C:10](=[CH:11][CH:12]=[CH:13][CH:14]=3)[N:9]=2)[CH:5]=[CH:6][CH:7]=1.C(OC([N:42]1[CH2:47][CH2:46][CH:45]([C:48](O)=[O:49])[CH2:44][CH2:43]1)=O)(C)(C)C.C1CN([P+](ON2N=NC3C=CC=CC2=3)(N2CCCC2)N2CCCC2)CC1.F[P-](F)(F)(F)(F)F.CCN(C(C)C)C(C)C.